Dataset: NCI-60 drug combinations with 297,098 pairs across 59 cell lines. Task: Regression. Given two drug SMILES strings and cell line genomic features, predict the synergy score measuring deviation from expected non-interaction effect. (1) Drug 1: CCCS(=O)(=O)NC1=C(C(=C(C=C1)F)C(=O)C2=CNC3=C2C=C(C=N3)C4=CC=C(C=C4)Cl)F. Drug 2: CC1=C2C(C(=O)C3(C(CC4C(C3C(C(C2(C)C)(CC1OC(=O)C(C(C5=CC=CC=C5)NC(=O)OC(C)(C)C)O)O)OC(=O)C6=CC=CC=C6)(CO4)OC(=O)C)O)C)O. Cell line: HCT-15. Synergy scores: CSS=21.5, Synergy_ZIP=12.7, Synergy_Bliss=13.6, Synergy_Loewe=8.36, Synergy_HSA=10.7. (2) Drug 1: CCCCCOC(=O)NC1=NC(=O)N(C=C1F)C2C(C(C(O2)C)O)O. Drug 2: C1CN1C2=NC(=NC(=N2)N3CC3)N4CC4. Cell line: RPMI-8226. Synergy scores: CSS=35.7, Synergy_ZIP=-3.46, Synergy_Bliss=-3.07, Synergy_Loewe=-25.3, Synergy_HSA=-7.58. (3) Drug 1: COC1=NC(=NC2=C1N=CN2C3C(C(C(O3)CO)O)O)N. Drug 2: CCN(CC)CCCC(C)NC1=C2C=C(C=CC2=NC3=C1C=CC(=C3)Cl)OC. Cell line: NCI-H322M. Synergy scores: CSS=15.1, Synergy_ZIP=-4.25, Synergy_Bliss=0.345, Synergy_Loewe=-24.3, Synergy_HSA=-1.78. (4) Drug 1: CC1CCC2CC(C(=CC=CC=CC(CC(C(=O)C(C(C(=CC(C(=O)CC(OC(=O)C3CCCCN3C(=O)C(=O)C1(O2)O)C(C)CC4CCC(C(C4)OC)OCCO)C)C)O)OC)C)C)C)OC. Drug 2: C1CN(P(=O)(OC1)NCCCl)CCCl. Cell line: NCI-H226. Synergy scores: CSS=-0.305, Synergy_ZIP=-0.230, Synergy_Bliss=-0.532, Synergy_Loewe=-4.94, Synergy_HSA=-2.61. (5) Drug 1: C1=CC(=CC=C1CC(C(=O)O)N)N(CCCl)CCCl.Cl. Drug 2: CN(C(=O)NC(C=O)C(C(C(CO)O)O)O)N=O. Synergy scores: CSS=12.4, Synergy_ZIP=-6.32, Synergy_Bliss=-5.44, Synergy_Loewe=-4.74, Synergy_HSA=-3.85. Cell line: UACC62.